The task is: Predict the reaction yield, written as a fraction of the theoretical maximum amount of product (1.0 means a 100% yield; for example, 0.34 means a 34% yield).. This data is from Reaction yield outcomes from USPTO patents with 853,638 reactions. (1) The reactants are C(OC(=O)[NH:7][C:8]1[C:12]([CH3:13])=[CH:11][S:10][CH:9]=1)(C)(C)C.[Cl:15]N1C(=O)CCC1=O.[ClH:23].CC(O)C.[OH-].[Na+].S([O-])(O)=O.[Na+]. The catalyst is O.C(OCCCC)(=O)C. The product is [ClH:15].[NH2:7][C:8]1[C:12]([CH3:13])=[CH:11][S:10][C:9]=1[Cl:23]. The yield is 0.880. (2) The catalyst is CO.C(OCC)(=O)C.C([O-])(O)=O.[Na+]. The reactants are [O:1]=[C:2]1[C:10]2[C:5](=[CH:6][CH:7]=[CH:8][CH:9]=2)[C:4](=[O:11])[N:3]1[CH2:12][CH2:13][C:14](=[CH2:25])[CH2:15][O:16]C(=O)C1C=CC=CC=1.[O:26]=[C:27]1[C:35]2[C:30](=[CH:31][CH:32]=[CH:33][CH:34]=2)[C:29](=[O:36])[N:28]1[CH2:37][C:38](=[CH2:50])[CH2:39][CH2:40][O:41]C(=O)C1C=CC=CC=1.[OH-].[Na+]. The product is [OH:16][CH2:15][C:14](=[CH2:25])[CH2:13][CH2:12][N:3]1[C:4](=[O:11])[C:5]2[C:10](=[CH:9][CH:8]=[CH:7][CH:6]=2)[C:2]1=[O:1].[OH:41][CH2:40][CH2:39][C:38](=[CH2:50])[CH2:37][N:28]1[C:29](=[O:36])[C:30]2[C:35](=[CH:34][CH:33]=[CH:32][CH:31]=2)[C:27]1=[O:26]. The yield is 0.290.